Dataset: NCI-60 drug combinations with 297,098 pairs across 59 cell lines. Task: Regression. Given two drug SMILES strings and cell line genomic features, predict the synergy score measuring deviation from expected non-interaction effect. (1) Drug 1: CC1C(C(=O)NC(C(=O)N2CCCC2C(=O)N(CC(=O)N(C(C(=O)O1)C(C)C)C)C)C(C)C)NC(=O)C3=C4C(=C(C=C3)C)OC5=C(C(=O)C(=C(C5=N4)C(=O)NC6C(OC(=O)C(N(C(=O)CN(C(=O)C7CCCN7C(=O)C(NC6=O)C(C)C)C)C)C(C)C)C)N)C. Drug 2: C1C(C(OC1N2C=C(C(=O)NC2=O)F)CO)O. Cell line: T-47D. Synergy scores: CSS=46.5, Synergy_ZIP=-1.03, Synergy_Bliss=-2.88, Synergy_Loewe=-14.9, Synergy_HSA=-2.06. (2) Drug 1: C1=CC(=CC=C1C#N)C(C2=CC=C(C=C2)C#N)N3C=NC=N3. Drug 2: C1C(C(OC1N2C=NC3=C(N=C(N=C32)Cl)N)CO)O. Cell line: SN12C. Synergy scores: CSS=47.2, Synergy_ZIP=1.02, Synergy_Bliss=0.210, Synergy_Loewe=-17.3, Synergy_HSA=-0.801. (3) Drug 2: C(CC(=O)O)C(=O)CN.Cl. Synergy scores: CSS=1.97, Synergy_ZIP=-6.78, Synergy_Bliss=-6.88, Synergy_Loewe=-19.3, Synergy_HSA=-9.04. Drug 1: CC1=CC2C(CCC3(C2CCC3(C(=O)C)OC(=O)C)C)C4(C1=CC(=O)CC4)C. Cell line: SK-MEL-2. (4) Drug 1: C1=NC2=C(N1)C(=S)N=C(N2)N. Drug 2: C1=CN(C=N1)CC(O)(P(=O)(O)O)P(=O)(O)O. Cell line: A549. Synergy scores: CSS=31.7, Synergy_ZIP=-1.02, Synergy_Bliss=-0.390, Synergy_Loewe=-21.6, Synergy_HSA=-0.0860. (5) Drug 1: CC12CCC3C(C1CCC2OP(=O)(O)O)CCC4=C3C=CC(=C4)OC(=O)N(CCCl)CCCl.[Na+]. Drug 2: CC1C(C(CC(O1)OC2CC(CC3=C2C(=C4C(=C3O)C(=O)C5=C(C4=O)C(=CC=C5)OC)O)(C(=O)CO)O)N)O.Cl. Cell line: HOP-62. Synergy scores: CSS=48.8, Synergy_ZIP=5.04, Synergy_Bliss=8.37, Synergy_Loewe=-35.9, Synergy_HSA=7.48.